Dataset: Full USPTO retrosynthesis dataset with 1.9M reactions from patents (1976-2016). Task: Predict the reactants needed to synthesize the given product. (1) Given the product [F:13][C:4]1[CH:3]=[C:2]([CH2:16][CH2:17][O:48][C:45]2[CH:44]=[CH:43][C:42]([C:41]([F:49])([F:50])[F:40])=[CH:47][CH:46]=2)[CH:7]=[CH:6][C:5]=1[CH:8]1[O:12][CH2:11][CH2:10][O:9]1, predict the reactants needed to synthesize it. The reactants are: Br[C:2]1[CH:7]=[CH:6][C:5]([CH:8]2[O:12][CH2:11][CH2:10][O:9]2)=[C:4]([F:13])[CH:3]=1.II.[CH2:16]1O[CH2:17]1.[NH4+].[Cl-].C1C=CC(P(C2C=CC=CC=2)C2C=CC=CC=2)=CC=1.[F:40][C:41]([F:50])([F:49])[C:42]1[CH:43]=[CH:44][C:45]([OH:48])=[CH:46][CH:47]=1.CCOC(/N=N/C(OCC)=O)=O. (2) Given the product [F:1][C:2]([F:22])([O:6][C:7]1[CH:8]=[C:9]([CH2:13][N:14]([C:15]2[CH:20]=[CH:19][CH:18]=[C:17]([O:21][CH2:13][C:9]3[CH:10]=[CH:11][CH:12]=[C:7]([C:33]([F:39])([F:38])[F:32])[CH:8]=3)[CH:16]=2)[CH2:3][C@@H:2]([OH:6])[C:24]([F:30])([F:29])[F:23])[CH:10]=[CH:11][CH:12]=1)[CH:3]([F:4])[F:5], predict the reactants needed to synthesize it. The reactants are: [F:1][C:2]([F:22])([O:6][C:7]1[CH:8]=[C:9]([CH2:13][NH:14][C:15]2[CH:16]=[C:17]([OH:21])[CH:18]=[CH:19][CH:20]=2)[CH:10]=[CH:11][CH:12]=1)[CH:3]([F:5])[F:4].[F:23][C:24]([F:30])([F:29])S([O-])(=O)=O.[Yb+3].[F:32][C:33]([F:39])([F:38])S([O-])(=O)=O.FC(F)(F)S([O-])(=O)=O. (3) Given the product [Cl:1][C:2]1[CH:7]=[C:6]([C:12]#[C:11][C:13]2[CH:23]=[CH:22][C:16]([C:17]([O:19][CH2:20][CH3:21])=[O:18])=[CH:15][C:14]=2[CH3:24])[CH:5]=[N:4][C:3]=1[C:9]#[N:10], predict the reactants needed to synthesize it. The reactants are: [Cl:1][C:2]1[C:3]([C:9]#[N:10])=[N:4][CH:5]=[C:6](Cl)[CH:7]=1.[C:11]([C:13]1[CH:23]=[CH:22][C:16]([C:17]([O:19][CH2:20][CH3:21])=[O:18])=[CH:15][C:14]=1[CH3:24])#[CH:12].C(N(CC)CC)C. (4) Given the product [Cl:11][C:12]1[CH:17]=[C:16]([Cl:18])[CH:15]=[CH:14][C:13]=1[O:19][C:2]1[N:10]=[CH:9][CH:8]=[CH:7][C:3]=1[C:4]([OH:6])=[O:5], predict the reactants needed to synthesize it. The reactants are: Cl[C:2]1[N:10]=[CH:9][CH:8]=[CH:7][C:3]=1[C:4]([OH:6])=[O:5].[Cl:11][C:12]1[CH:17]=[C:16]([Cl:18])[CH:15]=[CH:14][C:13]=1[OH:19].C(=O)([O-])[O-].[Cs+].[Cs+].Cl. (5) Given the product [F:20][C:5]1[CH:4]=[CH:3][C:2]([C:27]2[CH:28]=[N:29][C:30]([C:33]([F:36])([F:35])[F:34])=[N:31][CH:32]=2)=[CH:7][C:6]=1[CH2:8][N:9]1[C:17](=[O:18])[C:16]2[C:11](=[CH:12][CH:13]=[CH:14][CH:15]=2)[C:10]1=[O:19], predict the reactants needed to synthesize it. The reactants are: Br[C:2]1[CH:3]=[CH:4][C:5]([F:20])=[C:6]([CH2:8][N:9]2[C:17](=[O:18])[C:16]3[C:11](=[CH:12][CH:13]=[CH:14][CH:15]=3)[C:10]2=[O:19])[CH:7]=1.CC1(C)OB([C:27]2[CH:28]=[N:29][C:30]([C:33]([F:36])([F:35])[F:34])=[N:31][CH:32]=2)OC1(C)C.C(=O)([O-])[O-].[K+].[K+]. (6) Given the product [CH2:25]([O:28][C:29]1([CH3:35])[CH2:30][CH2:31][N:32]([C:15]2[N:10]3[N:9]=[C:8]([C:4]4[CH:5]=[CH:6][CH:7]=[C:2]([Br:1])[CH:3]=4)[CH:24]=[C:11]3[N:12]=[C:13]([CH3:23])[C:14]=2[CH2:17][C:18]([O:20][CH2:21][CH3:22])=[O:19])[CH2:33][CH2:34]1)[CH:26]=[CH2:27], predict the reactants needed to synthesize it. The reactants are: [Br:1][C:2]1[CH:3]=[C:4]([C:8]2[CH:24]=[C:11]3[N:12]=[C:13]([CH3:23])[C:14]([CH2:17][C:18]([O:20][CH2:21][CH3:22])=[O:19])=[C:15](Cl)[N:10]3[N:9]=2)[CH:5]=[CH:6][CH:7]=1.[CH2:25]([O:28][C:29]1([CH3:35])[CH2:34][CH2:33][NH:32][CH2:31][CH2:30]1)[CH:26]=[CH2:27].Cl.CCN(C(C)C)C(C)C.